Dataset: Reaction yield outcomes from USPTO patents with 853,638 reactions. Task: Predict the reaction yield, written as a fraction of the theoretical maximum amount of product (1.0 means a 100% yield; for example, 0.34 means a 34% yield). The reactants are [Cl:1][C:2]1[CH:13]=[CH:12][C:5]([O:6][CH:7]([CH3:11])[CH2:8][CH2:9][OH:10])=[C:4]([O:14][C:15]2[CH:20]=[CH:19][CH:18]=[CH:17][CH:16]=2)[CH:3]=1.[CH3:21][S:22](Cl)(=[O:24])=[O:23]. The catalyst is C(Cl)Cl.CN(C1C=CN=CC=1)C.O. The product is [Cl:1][C:2]1[CH:13]=[CH:12][C:5]([O:6][C@H:7]([CH3:11])[CH2:8][CH2:9][O:10][S:22]([CH3:21])(=[O:24])=[O:23])=[C:4]([O:14][C:15]2[CH:20]=[CH:19][CH:18]=[CH:17][CH:16]=2)[CH:3]=1. The yield is 0.980.